From a dataset of Full USPTO retrosynthesis dataset with 1.9M reactions from patents (1976-2016). Predict the reactants needed to synthesize the given product. (1) Given the product [NH:32]1[CH:33]=[CH:34][N:35]=[C:31]1[NH:30][C:29]([C:28]1[C:22]2[N:21]=[C:20]([NH:19][C:18]([C:13]3[CH:14]=[C:15]4[C:10](=[CH:11][CH:12]=3)[CH2:9][NH:8][CH2:17][CH2:16]4)=[O:37])[NH:24][C:23]=2[CH:25]=[CH:26][CH:27]=1)=[O:36], predict the reactants needed to synthesize it. The reactants are: C(OC([N:8]1[CH2:17][CH2:16][C:15]2[C:10](=[CH:11][CH:12]=[C:13]([C:18](=[O:37])[NH:19][C:20]3[NH:24][C:23]4[CH:25]=[CH:26][CH:27]=[C:28]([C:29](=[O:36])[NH:30][C:31]5[NH:32][CH:33]=[CH:34][N:35]=5)[C:22]=4[N:21]=3)[CH:14]=2)[CH2:9]1)=O)(C)(C)C. (2) Given the product [F:27][C:15]([F:14])([F:26])[C:16]1[CH:17]=[CH:18][C:19]([S:22]([NH:13][C:8]23[CH2:9][CH2:10][C:5]([C:3]([O:2][CH3:1])=[O:4])([CH2:12][CH2:11]2)[CH2:6][CH2:7]3)(=[O:24])=[O:23])=[CH:20][CH:21]=1, predict the reactants needed to synthesize it. The reactants are: [CH3:1][O:2][C:3]([C:5]12[CH2:12][CH2:11][C:8]([NH2:13])([CH2:9][CH2:10]1)[CH2:7][CH2:6]2)=[O:4].[F:14][C:15]([F:27])([F:26])[C:16]1[CH:21]=[CH:20][C:19]([S:22](N)(=[O:24])=[O:23])=[CH:18][CH:17]=1.ClC1C=CC(S(N[C@H]2CC[C@H](C(OC)=O)CC2)(=O)=O)=CC=1[N+]([O-])=O. (3) Given the product [C:1]([O:5][C:6]([N:8]([CH2:20][CH2:21][CH2:22][N:23]([C:47]([O:49][C:50]([CH3:53])([CH3:52])[CH3:51])=[O:48])[CH2:24][CH2:25][CH2:26][CH2:27][N:28]([C:40]([O:42][C:43]([CH3:46])([CH3:45])[CH3:44])=[O:41])[CH2:29][CH2:30][CH2:31][NH:32][C:33]([O:35][C:36]([CH3:38])([CH3:39])[CH3:37])=[O:34])[CH2:9][C:10]([OH:12])=[O:11])=[O:7])([CH3:2])([CH3:3])[CH3:4], predict the reactants needed to synthesize it. The reactants are: [C:1]([O:5][C:6]([N:8]([CH2:20][CH2:21][CH2:22][N:23]([C:47]([O:49][C:50]([CH3:53])([CH3:52])[CH3:51])=[O:48])[CH2:24][CH2:25][CH2:26][CH2:27][N:28]([C:40]([O:42][C:43]([CH3:46])([CH3:45])[CH3:44])=[O:41])[CH2:29][CH2:30][CH2:31][NH:32][C:33]([O:35][C:36]([CH3:39])([CH3:38])[CH3:37])=[O:34])[CH2:9][C:10]([O:12]CC1C=CC=CC=1)=[O:11])=[O:7])([CH3:4])([CH3:3])[CH3:2]. (4) Given the product [CH3:33][O:32][C:30](=[O:31])[CH2:29][N:28]([S:2](=[O:4])(=[O:3])[NH:5][C:6]([O:12][C:8]([CH3:11])([CH3:10])[CH3:9])=[O:7])[C:25]1[CH:26]=[CH:27][C:22]([S:19]([C:13]2[CH:18]=[CH:17][CH:16]=[CH:15][CH:14]=2)(=[O:21])=[O:20])=[CH:23][C:24]=1[O:34][CH2:35][C:36]1[CH:37]=[CH:38][CH:39]=[CH:40][CH:41]=1, predict the reactants needed to synthesize it. The reactants are: Cl[S:2]([N:5]=[C:6]=[O:7])(=[O:4])=[O:3].[C:8]([OH:12])([CH3:11])([CH3:10])[CH3:9].[C:13]1([S:19]([C:22]2[CH:27]=[CH:26][C:25]([NH:28][CH2:29][C:30]([O:32][CH3:33])=[O:31])=[C:24]([O:34][CH2:35][C:36]3[CH:41]=[CH:40][CH:39]=[CH:38][CH:37]=3)[CH:23]=2)(=[O:21])=[O:20])[CH:18]=[CH:17][CH:16]=[CH:15][CH:14]=1.C(N(CC)CC)C.